Predict the reaction yield, written as a fraction of the theoretical maximum amount of product (1.0 means a 100% yield; for example, 0.34 means a 34% yield). From a dataset of Reaction yield outcomes from USPTO patents with 853,638 reactions. (1) The reactants are Br[C:2]1[C:10]2[C:5](=[CH:6][C:7]([F:11])=[CH:8][CH:9]=2)[N:4]([S:12]([C:15]2[CH:20]=[CH:19][CH:18]=[CH:17][CH:16]=2)(=[O:14])=[O:13])[CH:3]=1.[CH3:21][N:22]1[CH:26]=[C:25](B2OC(C)(C)C(C)(C)O2)[CH:24]=[N:23]1.CC([O-])=O.[K+].C(Cl)Cl. The catalyst is CN(C=O)C.C1C=CC(P(C2C=CC=CC=2)[C-]2C=CC=C2)=CC=1.C1C=CC(P(C2C=CC=CC=2)[C-]2C=CC=C2)=CC=1.Cl[Pd]Cl.[Fe+2]. The product is [F:11][C:7]1[CH:6]=[C:5]2[C:10]([C:2]([C:25]3[CH:24]=[N:23][N:22]([CH3:21])[CH:26]=3)=[CH:3][N:4]2[S:12]([C:15]2[CH:20]=[CH:19][CH:18]=[CH:17][CH:16]=2)(=[O:14])=[O:13])=[CH:9][CH:8]=1. The yield is 0.230. (2) The reactants are [Br:1][C:2]1[N:7]=[C:6]([NH:8][NH2:9])[CH:5]=[CH:4][CH:3]=1.[C:10](OC(OCC)OCC)(=O)C. The catalyst is CCCCC. The product is [Br:1][C:2]1[N:7]2[CH:10]=[N:9][N:8]=[C:6]2[CH:5]=[CH:4][CH:3]=1. The yield is 0.780. (3) The reactants are [C:1]1([C:7]2[CH:11]=[CH:10][NH:9][N:8]=2)[CH:6]=[CH:5][CH:4]=[CH:3][CH:2]=1.C1(C2C=CN([CH2:23][CH2:24][C:25]#[C:26][Si:27]([CH3:30])([CH3:29])[CH3:28])N=2)C=CC=CC=1. No catalyst specified. The product is [C:1]1([C:7]2[N:8]([CH2:23][CH2:24][C:25]#[C:26][Si:27]([CH3:30])([CH3:29])[CH3:28])[N:9]=[CH:10][CH:11]=2)[CH:2]=[CH:3][CH:4]=[CH:5][CH:6]=1. The yield is 0.810. (4) The reactants are [NH2:1][C:2]1[C:3]([CH3:21])=[C:4]2[C:8](=[CH:9][C:10]=1[NH2:11])[C:7](=[O:12])[N:6]([CH:13]1[CH2:18][CH2:17][N:16]([CH3:19])[CH2:15][CH2:14]1)[C:5]2=[O:20].CC(O)=O.[I:26][C:27]1[C:32]([CH:33]=O)=[C:31]([O:35][CH3:36])[N:30]=[CH:29][CH:28]=1. The catalyst is CO. The product is [I:26][C:27]1[CH:28]=[CH:29][N:30]=[C:31]([O:35][CH3:36])[C:32]=1[C:33]1[NH:11][C:10]2[C:2]([N:1]=1)=[C:3]([CH3:21])[C:4]1[C:5](=[O:20])[N:6]([CH:13]3[CH2:14][CH2:15][N:16]([CH3:19])[CH2:17][CH2:18]3)[C:7](=[O:12])[C:8]=1[CH:9]=2. The yield is 0.470. (5) The reactants are [C:1]([C:3]1[C:7]([CH3:8])=[C:6]([CH3:9])[S:5][C:4]=1[NH:10][C:11]([NH:13]C(=O)C1C=CC=CC=1)=[O:12])#[N:2].[OH-].[Na+]. The catalyst is CCO. The product is [NH2:2][C:1]1[C:3]2[C:7]([CH3:8])=[C:6]([CH3:9])[S:5][C:4]=2[NH:10][C:11](=[O:12])[N:13]=1. The yield is 0.960. (6) The reactants are Br[C:2]1[CH:7]=[CH:6][C:5]([C:8]2[N:14]([CH2:15][CH:16]3[CH2:19][N:18]([C:20]([CH:22]4[CH2:24][CH2:23]4)=[O:21])[CH2:17]3)[C:13](=[O:25])[C:10]3([CH2:12][CH2:11]3)[N:9]=2)=[CH:4][CH:3]=1.[O:26]1[C:30]2[CH:31]=[CH:32][C:33](B3OC(C)(C)C(C)(C)O3)=[CH:34][C:29]=2[CH:28]=[CH:27]1.C([O-])([O-])=O.[Na+].[Na+]. The catalyst is C(#N)C.Cl[Pd](Cl)([P](C1C=CC=CC=1)(C1C=CC=CC=1)C1C=CC=CC=1)[P](C1C=CC=CC=1)(C1C=CC=CC=1)C1C=CC=CC=1. The product is [O:26]1[C:30]2[CH:31]=[CH:32][C:33]([C:2]3[CH:7]=[CH:6][C:5]([C:8]4[N:14]([CH2:15][CH:16]5[CH2:19][N:18]([C:20]([CH:22]6[CH2:24][CH2:23]6)=[O:21])[CH2:17]5)[C:13](=[O:25])[C:10]5([CH2:11][CH2:12]5)[N:9]=4)=[CH:4][CH:3]=3)=[CH:34][C:29]=2[CH:28]=[CH:27]1. The yield is 0.680. (7) The reactants are [OH:1][C:2]1[C:3]([N+:8]([O-:10])=[O:9])=[N:4][CH:5]=[CH:6][CH:7]=1.C[O-].[Na+].[Br:14]Br. The catalyst is CO. The product is [Br:14][C:5]1[CH:6]=[CH:7][C:2]([OH:1])=[C:3]([N+:8]([O-:10])=[O:9])[N:4]=1. The yield is 0.960.